From a dataset of Peptide-MHC class I binding affinity with 185,985 pairs from IEDB/IMGT. Regression. Given a peptide amino acid sequence and an MHC pseudo amino acid sequence, predict their binding affinity value. This is MHC class I binding data. The peptide sequence is AIFTYTGGY. The MHC is HLA-A33:01 with pseudo-sequence HLA-A33:01. The binding affinity (normalized) is 0.